Dataset: Peptide-MHC class I binding affinity with 185,985 pairs from IEDB/IMGT. Task: Regression. Given a peptide amino acid sequence and an MHC pseudo amino acid sequence, predict their binding affinity value. This is MHC class I binding data. The MHC is HLA-A02:01 with pseudo-sequence HLA-A02:01. The peptide sequence is YIALCKVTV. The binding affinity (normalized) is 0.751.